Dataset: NCI-60 drug combinations with 297,098 pairs across 59 cell lines. Task: Regression. Given two drug SMILES strings and cell line genomic features, predict the synergy score measuring deviation from expected non-interaction effect. (1) Drug 1: CC1=C(C=C(C=C1)NC2=NC=CC(=N2)N(C)C3=CC4=NN(C(=C4C=C3)C)C)S(=O)(=O)N.Cl. Drug 2: CCC1(CC2CC(C3=C(CCN(C2)C1)C4=CC=CC=C4N3)(C5=C(C=C6C(=C5)C78CCN9C7C(C=CC9)(C(C(C8N6C=O)(C(=O)OC)O)OC(=O)C)CC)OC)C(=O)OC)O.OS(=O)(=O)O. Cell line: SNB-19. Synergy scores: CSS=41.0, Synergy_ZIP=5.87, Synergy_Bliss=8.19, Synergy_Loewe=-31.5, Synergy_HSA=6.80. (2) Drug 1: C1=CN(C(=O)N=C1N)C2C(C(C(O2)CO)O)O.Cl. Drug 2: C(CN)CNCCSP(=O)(O)O. Cell line: T-47D. Synergy scores: CSS=24.3, Synergy_ZIP=-2.90, Synergy_Bliss=5.76, Synergy_Loewe=-11.0, Synergy_HSA=5.11. (3) Drug 1: CCC1(CC2CC(C3=C(CCN(C2)C1)C4=CC=CC=C4N3)(C5=C(C=C6C(=C5)C78CCN9C7C(C=CC9)(C(C(C8N6C)(C(=O)OC)O)OC(=O)C)CC)OC)C(=O)OC)O.OS(=O)(=O)O. Drug 2: CS(=O)(=O)OCCCCOS(=O)(=O)C. Cell line: SK-MEL-5. Synergy scores: CSS=9.10, Synergy_ZIP=-3.23, Synergy_Bliss=3.59, Synergy_Loewe=-1.01, Synergy_HSA=4.19. (4) Drug 1: CC(C)CN1C=NC2=C1C3=CC=CC=C3N=C2N. Drug 2: C(CN)CNCCSP(=O)(O)O. Cell line: UACC-257. Synergy scores: CSS=0.820, Synergy_ZIP=-1.42, Synergy_Bliss=-2.79, Synergy_Loewe=-2.53, Synergy_HSA=-2.51. (5) Drug 1: CS(=O)(=O)C1=CC(=C(C=C1)C(=O)NC2=CC(=C(C=C2)Cl)C3=CC=CC=N3)Cl. Cell line: DU-145. Drug 2: CC(C1=C(C=CC(=C1Cl)F)Cl)OC2=C(N=CC(=C2)C3=CN(N=C3)C4CCNCC4)N. Synergy scores: CSS=8.39, Synergy_ZIP=0.859, Synergy_Bliss=3.11, Synergy_Loewe=-2.37, Synergy_HSA=-0.0365. (6) Drug 1: C1CN1P(=S)(N2CC2)N3CC3. Drug 2: CN1C(=O)N2C=NC(=C2N=N1)C(=O)N. Cell line: OVCAR-5. Synergy scores: CSS=15.5, Synergy_ZIP=-5.11, Synergy_Bliss=-2.91, Synergy_Loewe=-8.36, Synergy_HSA=-3.36.